The task is: Binary Classification. Given a drug SMILES string, predict its activity (active/inactive) in a high-throughput screening assay against a specified biological target.. This data is from Cav3 T-type calcium channel HTS with 100,875 compounds. (1) The result is 0 (inactive). The compound is OC1(C(CC(=O)CC1C)(C)C)\C=C\C(OC1OC(C(O)C(O)C1O)CO)C. (2) The molecule is Clc1ccc(SCc2noc(c2C(=O)NCCC(C)C)C(=O)NCCC)cc1. The result is 0 (inactive). (3) The drug is O=C1N(C(=O)C2C1C(C=C(C2)C)C)CCC[N+](C)(C)C. The result is 0 (inactive).